This data is from Reaction yield outcomes from USPTO patents with 853,638 reactions. The task is: Predict the reaction yield, written as a fraction of the theoretical maximum amount of product (1.0 means a 100% yield; for example, 0.34 means a 34% yield). (1) The reactants are Cl.[Cl:2][C:3]1[CH:8]=[CH:7][N:6]=[C:5]([C:9]([O:11]C)=O)[CH:4]=1.[Cl-].[NH4+:14].CCOC(C)=O.O. The catalyst is N. The product is [Cl:2][C:3]1[CH:8]=[CH:7][N:6]=[C:5]([C:9]([NH2:14])=[O:11])[CH:4]=1. The yield is 0.803. (2) The reactants are [C:1]([O:5][C:6]([NH:8][C:9]1[CH:14]=[CH:13][CH:12]=[CH:11][C:10]=1[NH:15][C:16](=[O:34])[C:17]1[CH:22]=[CH:21][C:20]([C:23]2[C:24]3[S:33][CH:32]=[CH:31][C:25]=3[N:26]=[C:27](SC)[N:28]=2)=[CH:19][CH:18]=1)=[O:7])([CH3:4])([CH3:3])[CH3:2].Cl[C:36]1C=CC=C(C(OO)=O)C=1.[S:46](S([O-])=O)([O-:49])(=O)=[O:47].[Na+].[Na+].C(OCC)(=O)C. The catalyst is CN(C=O)C. The product is [C:1]([O:5][C:6]([NH:8][C:9]1[CH:14]=[CH:13][CH:12]=[CH:11][C:10]=1[NH:15][C:16](=[O:34])[C:17]1[CH:22]=[CH:21][C:20]([C:23]2[C:24]3[S:33][CH:32]=[CH:31][C:25]=3[N:26]=[C:27]([S:46]([CH3:36])(=[O:49])=[O:47])[N:28]=2)=[CH:19][CH:18]=1)=[O:7])([CH3:2])([CH3:3])[CH3:4]. The yield is 0.570.